From a dataset of Full USPTO retrosynthesis dataset with 1.9M reactions from patents (1976-2016). Predict the reactants needed to synthesize the given product. (1) Given the product [Cl-:24].[C:21]([N+:1]1[C:13]([C:14]2[CH:19]=[CH:18][CH:17]=[CH:16][CH:15]=2)=[C:12]([NH:11][C:7]([CH3:10])([CH3:9])[CH3:8])[N:6]2[CH:5]=[CH:4][S:3][C:2]=12)(=[O:23])[CH3:22], predict the reactants needed to synthesize it. The reactants are: [NH2:1][C:2]1[S:3][CH:4]=[CH:5][N:6]=1.[C:7]([N+:11]#[C-:12])([CH3:10])([CH3:9])[CH3:8].[CH:13](=O)[C:14]1[CH:19]=[CH:18][CH:17]=[CH:16][CH:15]=1.[C:21]([Cl:24])(=[O:23])[CH3:22]. (2) Given the product [CH3:1][NH:2][C:3]1[C:8]([CH2:9][NH:17][C:18]2[CH:23]=[CH:22][CH:21]=[CH:20][CH:19]=2)=[CH:7][N:6]=[C:5]([S:11][CH3:12])[N:4]=1, predict the reactants needed to synthesize it. The reactants are: [CH3:1][NH:2][C:3]1[C:8]([CH:9]=O)=[CH:7][N:6]=[C:5]([S:11][CH3:12])[N:4]=1.C(O)(=O)C.[NH2:17][C:18]1[CH:23]=[CH:22][CH:21]=[CH:20][CH:19]=1. (3) Given the product [CH3:20][N:21]([CH3:35])[C:22]1([C:29]2[CH:34]=[CH:33][CH:32]=[CH:31][CH:30]=2)[CH2:27][CH2:28][C:25]([CH2:13][C@H:12]([CH3:15])[CH2:11][C:10]#[C:9][Si:8]([CH2:18][CH3:19])([CH2:16][CH3:17])[CH2:6][CH3:7])([OH:44])[CH2:24][CH2:23]1, predict the reactants needed to synthesize it. The reactants are: C([Li])(C)(C)C.[CH2:6]([Si:8]([CH2:18][CH3:19])([CH2:16][CH3:17])[C:9]#[C:10][CH2:11][C@@H:12]([CH3:15])[CH2:13]I)[CH3:7].[CH3:20][N:21]([CH3:35])[C:22]([C:29]1[CH:34]=[CH:33][CH:32]=[CH:31][CH:30]=1)([CH2:27][CH3:28])[CH2:23][C:24](=O)[CH3:25].C[Si](C)(C)Cl.[Cl-].[NH4+].C(=O)([O-])[OH:44].[Na+]. (4) Given the product [I:1][C:2]1[CH:3]=[CH:4][C:5]([CH2:8][C:9]([O:11][CH3:13])=[O:10])=[CH:6][CH:7]=1, predict the reactants needed to synthesize it. The reactants are: [I:1][C:2]1[CH:7]=[CH:6][C:5]([CH2:8][C:9]([OH:11])=[O:10])=[CH:4][CH:3]=1.Cl.[CH3:13]O.